From a dataset of Full USPTO retrosynthesis dataset with 1.9M reactions from patents (1976-2016). Predict the reactants needed to synthesize the given product. (1) Given the product [Si:12]([O:1][CH2:2][CH2:3][CH2:4][C:5]#[CH:6])([C:15]([CH3:18])([CH3:17])[CH3:16])([CH3:14])[CH3:13], predict the reactants needed to synthesize it. The reactants are: [OH:1][CH2:2][CH2:3][CH2:4][C:5]#[CH:6].N1C=CN=C1.[Si:12](Cl)([C:15]([CH3:18])([CH3:17])[CH3:16])([CH3:14])[CH3:13].Cl(O)(=O)(=O)=O. (2) Given the product [CH:5]1([N:11]2[C:15]([CH:16]3[CH2:21][CH2:20][O:19][CH2:18][CH2:17]3)=[C:14]([C:22]3[O:26][N:25]=[C:24]([C:27]4[CH:28]=[CH:29][C:30]([CH2:31][NH:2][CH2:1][CH2:36][C:35]([OH:38])=[O:37])=[CH:33][CH:34]=4)[N:23]=3)[CH:13]=[N:12]2)[CH2:10][CH2:9][CH2:8][CH2:7][CH2:6]1, predict the reactants needed to synthesize it. The reactants are: [C:1]([BH3-])#[N:2].[Na+].[CH:5]1([N:11]2[C:15]([CH:16]3[CH2:21][CH2:20][O:19][CH2:18][CH2:17]3)=[C:14]([C:22]3[O:26][N:25]=[C:24]([C:27]4[CH:34]=[CH:33][C:30]([CH:31]=O)=[CH:29][CH:28]=4)[N:23]=3)[CH:13]=[N:12]2)[CH2:10][CH2:9][CH2:8][CH2:7][CH2:6]1.[C:35]([OH:38])(=[O:37])[CH3:36].